This data is from Drug-target binding data from BindingDB using IC50 measurements. The task is: Regression. Given a target protein amino acid sequence and a drug SMILES string, predict the binding affinity score between them. We predict pIC50 (pIC50 = -log10(IC50 in M); higher means more potent). Dataset: bindingdb_ic50. The small molecule is O=C(NCCOCCOCCNc1nc(Nc2ccc(O)cc2)nc(Nc2ccc(C(=O)NCc3ccccn3)cc2)n1)c1ccccc1. The target protein (Q00910) has sequence MGLLLKPGARQGSGTSSVPDRRCPRSVFSNIKVFVLCHGLLQLCQLLYSAYFKSSLTTIEKRFGLSSSSSGLISSLNEISNATLIIFISYFGSRVNRPRMIGIGGLLLAAGAFVLTLPHFLSEPYQYTSTTDGNRSSFQTDLCQKHFGALPPSKCHSTVPDTHKETSSLWGLMVVAQLLAGIGTVPIQPFGISYVDDFAEPTNSPLYISILFAIAVFGPAFGYLLGSVMLRIFVDYGRVDTATVNLSPGDPRWIGAWWLGLLISSGFLIVTSLPFFFFPRAMSRGAERSVTAEETMQTEEDKSRGSLMDFIKRFPRIFLRLLMNPLFMLVVLSQCTFSSVIAGLSTFLNKFLEKQYGATAAYANFLIGAVNLPAAALGMLFGGILMKRFVFPLQTIPRVAATIITISMILCVPLFFMGCSTSAVAEVYPPSTSSSIHPQQPPACRRDCSCPDSFFHPVCGDNGVEYVSPCHAGCSSTNTSSEASKEPIYLNCSCVSGGSA.... The pIC50 is 6.0.